From a dataset of Forward reaction prediction with 1.9M reactions from USPTO patents (1976-2016). Predict the product of the given reaction. (1) Given the reactants [CH3:1][N:2]([CH3:20])[S:3]([N:6]1[CH:10]=[CH:9][C:8]([C:11](=O)[C:12]2[CH:17]=[CH:16][CH:15]=[C:14]([Cl:18])[CH:13]=2)=[N:7]1)(=[O:5])=[O:4].[CH3:21][C:22]([S:25]([NH2:27])=[O:26])([CH3:24])[CH3:23], predict the reaction product. The product is: [CH3:1][N:2]([CH3:20])[S:3]([N:6]1[CH:10]=[CH:9][C:8]([C:11]([C:12]2[CH:17]=[CH:16][CH:15]=[C:14]([Cl:18])[CH:13]=2)=[N:27][S:25]([C:22]([CH3:24])([CH3:23])[CH3:21])=[O:26])=[N:7]1)(=[O:5])=[O:4]. (2) Given the reactants ClCCl.C([Mg]Cl)(C)C.Br[C:10]1[CH:15]=[C:14]([F:16])[CH:13]=[CH:12][C:11]=1[F:17].CON(C)[C:21](=[O:34])[CH:22]([NH:26][C:27](=[O:33])[O:28][C:29]([CH3:32])([CH3:31])[CH3:30])[CH2:23][C:24]#[CH:25], predict the reaction product. The product is: [F:17][C:11]1[CH:12]=[CH:13][C:14]([F:16])=[CH:15][C:10]=1[C:21](=[O:34])[CH:22]([NH:26][C:27](=[O:33])[O:28][C:29]([CH3:30])([CH3:32])[CH3:31])[CH2:23][C:24]#[CH:25]. (3) Given the reactants [NH2:1][C:2]1[CH:7]=[CH:6][C:5]([Cl:8])=[CH:4][C:3]=1[C:9]([C:11]1[CH:16]=[CH:15][N:14]=[CH:13][CH:12]=1)=[O:10].[CH3:17][S:18]([C:21]1[CH:26]=[CH:25][C:24]([S:27](Cl)(=[O:29])=[O:28])=[CH:23][CH:22]=1)(=[O:20])=[O:19], predict the reaction product. The product is: [Cl:8][C:5]1[CH:6]=[CH:7][C:2]([NH:1][S:27]([C:24]2[CH:23]=[CH:22][C:21]([S:18]([CH3:17])(=[O:20])=[O:19])=[CH:26][CH:25]=2)(=[O:29])=[O:28])=[C:3]([C:9]([C:11]2[CH:16]=[CH:15][N:14]=[CH:13][CH:12]=2)=[O:10])[CH:4]=1. (4) Given the reactants [Cl-].O[NH3+:3].[C:4](=[O:7])([O-])[OH:5].[Na+].CS(C)=O.[C:13]([O:16][C:17]([CH3:56])([CH3:55])[CH2:18][O:19][C@H:20]1[CH2:25][CH2:24][C@H:23]([N:26]2[C:31](=[O:32])[C:30]([CH2:33][C:34]3[CH:39]=[CH:38][C:37]([C:40]4[CH:45]=[CH:44][CH:43]=[CH:42][C:41]=4[C:46]#[N:47])=[CH:36][CH:35]=3)=[C:29]([CH2:48][CH2:49][CH3:50])[N:28]3[N:51]=[C:52]([CH3:54])[N:53]=[C:27]23)[CH2:22][CH2:21]1)(=[O:15])[CH3:14], predict the reaction product. The product is: [C:13]([O:16][C:17]([CH3:55])([CH3:56])[CH2:18][O:19][C@H:20]1[CH2:25][CH2:24][C@H:23]([N:26]2[C:31](=[O:32])[C:30]([CH2:33][C:34]3[CH:39]=[CH:38][C:37]([C:40]4[CH:45]=[CH:44][CH:43]=[CH:42][C:41]=4[C:46]4[NH:3][C:4](=[O:7])[O:5][N:47]=4)=[CH:36][CH:35]=3)=[C:29]([CH2:48][CH2:49][CH3:50])[N:28]3[N:51]=[C:52]([CH3:54])[N:53]=[C:27]23)[CH2:22][CH2:21]1)(=[O:15])[CH3:14]. (5) Given the reactants [CH2:1]([O:3][C:4]1[CH:9]=[CH:8][C:7]([S:10]([NH2:13])(=[O:12])=[O:11])=[CH:6][C:5]=1[N+:14]([O-])=O)[CH3:2].COC1C=CC(C#N)=CC=1[N+]([O-])=O.CC1C=CC(C(N)=O)=CC=1NC(N)=S, predict the reaction product. The product is: [NH2:14][C:5]1[CH:6]=[C:7]([S:10]([NH2:13])(=[O:11])=[O:12])[CH:8]=[CH:9][C:4]=1[O:3][CH2:1][CH3:2]. (6) Given the reactants [Cl:1][C:2]1[CH:3]=[C:4]([CH:30]=[CH:31][C:32]=1[F:33])[CH2:5][N:6]1[CH2:15][CH2:14][C:13]2[C:8](=[C:9]([O:27][CH3:28])[C:10](=[O:26])[N:11]3[CH2:21][CH2:20][CH2:19][CH2:18][N:17]([CH2:22][CH2:23][OH:24])[C:16](=[O:25])[C:12]3=2)[C:7]1=[O:29].C(N(C(C)C)CC)(C)C.[CH3:43][S:44](O[S:44]([CH3:43])(=[O:46])=[O:45])(=[O:46])=[O:45], predict the reaction product. The product is: [Cl:1][C:2]1[CH:3]=[C:4]([CH:30]=[CH:31][C:32]=1[F:33])[CH2:5][N:6]1[CH2:15][CH2:14][C:13]2[C:8](=[C:9]([O:27][CH3:28])[C:10](=[O:26])[N:11]3[CH2:21][CH2:20][CH2:19][CH2:18][N:17]([CH2:22][CH2:23][O:24][S:44]([CH3:43])(=[O:46])=[O:45])[C:16](=[O:25])[C:12]3=2)[C:7]1=[O:29]. (7) Given the reactants [F:1][C:2]1[C:7]([CH3:8])=[C:6]([O:9]C2CCCCO2)[CH:5]=[CH:4][C:3]=1[C:16]1[CH:21]=[CH:20][N:19]([CH2:22][CH2:23][C@@:24]([CH3:39])([S:35]([CH3:38])(=[O:37])=[O:36])[C:25]([NH:27][O:28]C2CCCCO2)=[O:26])[C:18](=[O:40])[CH:17]=1.Cl.O, predict the reaction product. The product is: [F:1][C:2]1[C:7]([CH3:8])=[C:6]([OH:9])[CH:5]=[CH:4][C:3]=1[C:16]1[CH:21]=[CH:20][N:19]([CH2:22][CH2:23][C@@:24]([CH3:39])([S:35]([CH3:38])(=[O:36])=[O:37])[C:25]([NH:27][OH:28])=[O:26])[C:18](=[O:40])[CH:17]=1.